From a dataset of NCI-60 drug combinations with 297,098 pairs across 59 cell lines. Regression. Given two drug SMILES strings and cell line genomic features, predict the synergy score measuring deviation from expected non-interaction effect. (1) Drug 1: C1CCC(C1)C(CC#N)N2C=C(C=N2)C3=C4C=CNC4=NC=N3. Drug 2: CN(C(=O)NC(C=O)C(C(C(CO)O)O)O)N=O. Cell line: SN12C. Synergy scores: CSS=-4.04, Synergy_ZIP=-3.34, Synergy_Bliss=-10.5, Synergy_Loewe=-8.40, Synergy_HSA=-8.30. (2) Drug 1: CC1=CC2C(CCC3(C2CCC3(C(=O)C)OC(=O)C)C)C4(C1=CC(=O)CC4)C. Drug 2: CC(C)CN1C=NC2=C1C3=CC=CC=C3N=C2N. Cell line: SR. Synergy scores: CSS=2.73, Synergy_ZIP=0.999, Synergy_Bliss=1.02, Synergy_Loewe=-4.47, Synergy_HSA=0.821.